This data is from Reaction yield outcomes from USPTO patents with 853,638 reactions. The task is: Predict the reaction yield, written as a fraction of the theoretical maximum amount of product (1.0 means a 100% yield; for example, 0.34 means a 34% yield). (1) The reactants are C([N:8]1[CH2:13][CH2:12][N:11]([C:14](=O)[CH2:15][C:16]2[CH:17]=[N:18][CH:19]=[CH:20][CH:21]=2)[CH2:10][CH2:9]1)(OC(C)(C)C)=O.B.C1COCC1. The catalyst is C1COCC1. The product is [N:18]1[CH:19]=[CH:20][CH:21]=[C:16]([CH2:15][CH2:14][N:11]2[CH2:12][CH2:13][NH:8][CH2:9][CH2:10]2)[CH:17]=1. The yield is 0.360. (2) The reactants are [NH:1]1[CH:5]=[N:4][CH:3]=[N:2]1.[H-].[Na+].[CH2:8]([N:15]1[CH2:20][CH2:19][N:18]([CH2:21][C:22]2[CH:27]=[CH:26][CH:25]=[CH:24][CH:23]=2)[CH2:17][CH:16]1[CH2:28]Cl)[C:9]1[CH:14]=[CH:13][CH:12]=[CH:11][CH:10]=1. The catalyst is CN(C=O)C.CCOC(C)=O. The product is [CH2:8]([N:15]1[CH2:20][CH2:19][N:18]([CH2:21][C:22]2[CH:27]=[CH:26][CH:25]=[CH:24][CH:23]=2)[CH2:17][CH:16]1[CH2:28][N:1]1[CH:5]=[N:4][CH:3]=[N:2]1)[C:9]1[CH:10]=[CH:11][CH:12]=[CH:13][CH:14]=1. The yield is 0.997. (3) The reactants are [CH3:1][C:2]1([CH3:17])[O:6][C@@H:5]([C:7](Cl)=[N:8]OS(C)(=O)=O)[C:4]([CH3:16])([CH3:15])[O:3]1.[S-:18][C:19]#[N:20].[Na+].N1C=CC=CC=1.[N:28]1[CH:33]=[CH:32][CH:31]=[CH:30][C:29]=1[S:34][C:35]1[CH:36]=[C:37]([O:42][C:43]2[C:44]([CH3:50])=[N:45][N:46]([CH3:49])[C:47]=2[CH3:48])[C:38]([NH2:41])=[N:39][CH:40]=1. The catalyst is O.C(#N)C. The product is [N:28]1[CH:33]=[CH:32][CH:31]=[CH:30][C:29]=1[S:34][C:35]1[CH:36]=[C:37]([O:42][C:43]2[C:44]([CH3:50])=[N:45][N:46]([CH3:49])[C:47]=2[CH3:48])[C:38]([NH:41][C:19]2[S:18][N:8]=[C:7]([C@H:5]3[C:4]([CH3:15])([CH3:16])[O:3][C:2]([CH3:1])([CH3:17])[O:6]3)[N:20]=2)=[N:39][CH:40]=1. The yield is 0.565. (4) The reactants are [Cl:1][C:2]1[C:13]2[C:14]3[N:6]([NH:7][CH2:8][C:9]=3[C@H:10]([CH:16]3[CH:21]4[CH2:22][CH2:23][N:18]([CH2:19][CH2:20]4)[CH2:17]3)[C:11](=[O:15])[CH:12]=2)[CH:5]=[CH:4][N:3]=1. The catalyst is Cl.CO. The product is [ClH:1].[Cl:1][C:2]1[C:13]2[C:14]3[N:6]([NH:7][CH2:8][C:9]=3[C@H:10]([CH:16]3[CH:21]4[CH2:22][CH2:23][N:18]([CH2:19][CH2:20]4)[CH2:17]3)[C:11](=[O:15])[CH:12]=2)[CH:5]=[CH:4][N:3]=1. The yield is 0.310.